Dataset: Reaction yield outcomes from USPTO patents with 853,638 reactions. Task: Predict the reaction yield, written as a fraction of the theoretical maximum amount of product (1.0 means a 100% yield; for example, 0.34 means a 34% yield). (1) The reactants are [Br:1][C:2]1[S:6][C:5]([C:7]([O:9][CH3:10])=[O:8])=[C:4]([CH:11](Br)Br)[CH:3]=1.Cl.C([OH:17])C.O. The catalyst is [N+]([O-])([O-])=O.[Ag+]. The product is [Br:1][C:2]1[S:6][C:5]([C:7]([O:9][CH3:10])=[O:8])=[C:4]([CH:11]=[O:17])[CH:3]=1. The yield is 0.980. (2) The reactants are [S:1]1[CH:5]=[CH:4][N:3]=[C:2]1[SH:6].Cl[C:8]1[S:12][C:11]([C:13](=[O:15])[CH3:14])=[CH:10][C:9]=1[N+:16]([O-:18])=[O:17].C([O-])([O-])=O.[K+].[K+]. The product is [N+:16]([C:9]1[CH:10]=[C:11]([C:13](=[O:15])[CH3:14])[S:12][C:8]=1[S:6][C:2]1[S:1][CH:5]=[CH:4][N:3]=1)([O-:18])=[O:17]. The catalyst is C1(C)C=CC=CC=1.O. The yield is 0.430. (3) The reactants are [CH3:1][NH2:2].O.Br[CH2:5][C:6]1[CH:15]=[CH:14][C:13]2[C:8](=[CH:9][CH:10]=[CH:11][CH:12]=2)[CH:7]=1. The catalyst is C1COCC1. The product is [CH3:1][NH:2][CH2:5][C:6]1[CH:15]=[CH:14][C:13]2[C:8](=[CH:9][CH:10]=[CH:11][CH:12]=2)[CH:7]=1. The yield is 0.540. (4) The reactants are OC1O[C@H](CO)[C@@H](O)[C@H](O)[C@H]1N.[OH:13][CH2:14][C:15]([C@H:17]([C@@H:19]([C@@H:21]([CH2:23][OH:24])[OH:22])[OH:20])[OH:18])=[O:16]. No catalyst specified. The product is [O:13]=[CH:14][C@@H:15]([C@H:17]([C@@H:19]([C@@H:21]([CH2:23][OH:24])[OH:22])[OH:20])[OH:18])[OH:16]. The yield is 0.0580. (5) The reactants are [CH3:1][C:2]1[CH:3]=[C:4]([CH:9]=[C:10]([CH3:31])[C:11]=1[CH2:12][C:13]1[CH:18]=[CH:17][C:16]([O:19][CH2:20][O:21][CH3:22])=[C:15]([CH2:23][C:24]2[CH:29]=[CH:28][C:27]([F:30])=[CH:26][CH:25]=2)[CH:14]=1)[C:5](OC)=[O:6].[H-].C([Al+]CC(C)C)C(C)C.O.Cl. The product is [CH3:31][C:10]1[CH:9]=[C:4]([CH:3]=[C:2]([CH3:1])[C:11]=1[CH2:12][C:13]1[CH:18]=[CH:17][C:16]([O:19][CH2:20][O:21][CH3:22])=[C:15]([CH2:23][C:24]2[CH:29]=[CH:28][C:27]([F:30])=[CH:26][CH:25]=2)[CH:14]=1)[CH2:5][OH:6]. The yield is 1.00. The catalyst is C1COCC1.C(OCC)(=O)C. (6) The reactants are Cl[C:2]1[CH:10]=[CH:9][CH:8]=[C:7]2[C:3]=1[CH:4]=[N:5][N:6]2[CH:11]1[CH2:16][CH2:15][CH2:14][CH2:13][O:12]1.CS(C)=O.[B:21]1([B:21]2[O:25][C:24]([CH3:27])([CH3:26])[C:23]([CH3:29])([CH3:28])[O:22]2)[O:25][C:24]([CH3:27])([CH3:26])[C:23]([CH3:29])([CH3:28])[O:22]1.C([O-])(=O)C.[K+]. The catalyst is Cl[Pd](Cl)([P](C1C=CC=CC=1)(C1C=CC=CC=1)C1C=CC=CC=1)[P](C1C=CC=CC=1)(C1C=CC=CC=1)C1C=CC=CC=1.C1(P(C2CCCCC2)C2CCCCC2)CCCCC1.CCOC(C)=O. The product is [O:12]1[CH2:13][CH2:14][CH2:15][CH2:16][CH:11]1[N:6]1[C:7]2[C:3](=[C:2]([B:21]3[O:25][C:24]([CH3:27])([CH3:26])[C:23]([CH3:29])([CH3:28])[O:22]3)[CH:10]=[CH:9][CH:8]=2)[CH:4]=[N:5]1. The yield is 1.00.